From a dataset of Reaction yield outcomes from USPTO patents with 853,638 reactions. Predict the reaction yield, written as a fraction of the theoretical maximum amount of product (1.0 means a 100% yield; for example, 0.34 means a 34% yield). (1) The reactants are [O:1]1[CH:6]2[CH:2]1[CH2:3][O:4][CH2:5]2.[N-:7]=[N+:8]=[N-:9].[Na+].[Cl-].[NH4+]. The catalyst is CO. The product is [N:7]([C@H:6]1[C@H:2]([OH:1])[CH2:3][O:4][CH2:5]1)=[N+:8]=[N-:9]. The yield is 0.740. (2) The reactants are C1(P(C2C=CC=CC=2)(C2C=CC=CC=2)=[CH:8][C:9]([O:11][C:12]([CH3:15])([CH3:14])[CH3:13])=[O:10])C=CC=CC=1.[CH:28]1[C:37]2[C:32](=[CH:33][CH:34]=[CH:35][CH:36]=2)[CH:31]=[CH:30][C:29]=1[CH:38]=O. The catalyst is C1(C)C=CC=CC=1. The product is [CH:28]1[C:37]2[C:32](=[CH:33][CH:34]=[CH:35][CH:36]=2)[CH:31]=[CH:30][C:29]=1[CH:38]=[CH:8][C:9]([O:11][C:12]([CH3:15])([CH3:14])[CH3:13])=[O:10]. The yield is 0.910. (3) The reactants are [CH:1]1([N:7]([CH2:17][CH:18]2[CH2:20][CH2:19]2)[C:8]2[N:13]=[CH:12][N:11]=[C:10]([C:14]([OH:16])=O)[CH:9]=2)[CH2:6][CH2:5][CH2:4][CH2:3][CH2:2]1.ClC1N=C(C(OC)=O)C=C(NCC2CCCC2)N=1.[NH2:39][C:40]1[CH:47]=[CH:46][C:43]([CH2:44][OH:45])=[CH:42][CH:41]=1.C(N(CC)CC)C. The catalyst is CN(C=O)C.C(Cl)Cl. The product is [CH:1]1([N:7]([CH2:17][CH:18]2[CH2:20][CH2:19]2)[C:8]2[N:13]=[CH:12][N:11]=[C:10]([C:14]([NH:39][C:40]3[CH:47]=[CH:46][C:43]([CH2:44][OH:45])=[CH:42][CH:41]=3)=[O:16])[CH:9]=2)[CH2:2][CH2:3][CH2:4][CH2:5][CH2:6]1. The yield is 0.720. (4) The reactants are [CH3:1][O:2][C:3]1[CH:4]=[C:5]([CH:11]([C:14](=O)[CH2:15][O:16][CH3:17])[C:12]#[N:13])[CH:6]=[CH:7][C:8]=1[O:9][CH3:10].Cl.Cl.[NH2:21][NH2:22].C(=O)(O)[O-].[Na+].[Cl:28][C:29]1[CH:30]=[C:31]([CH:34]=[CH:35][C:36]=1[OH:37])[CH:32]=O.FC(F)(F)C(O)=O. The catalyst is C(O)C.CO. The product is [ClH:28].[CH3:10][O:9][C:8]1[C:3]([O:2][CH3:1])=[CH:4][C:5]2[C:11]3[C:14]([CH2:15][O:16][CH3:17])=[N:22][NH:21][C:12]=3[N:13]=[C:32]([C:31]3[CH:34]=[CH:35][C:36]([OH:37])=[C:29]([Cl:28])[CH:30]=3)[C:6]=2[CH:7]=1. The yield is 0.290. (5) The reactants are C([O:3][C:4]([C:6]1[N:7]([CH3:22])[N:8]=[C:9]([C:11]2[CH:16]=[CH:15][C:14]([O:17][C:18]([F:21])([F:20])[F:19])=[CH:13][CH:12]=2)[CH:10]=1)=O)C.[H-].[Al+3].[Li+].[H-].[H-].[H-].O.[OH-].[Na+]. The catalyst is C(OCC)C. The product is [CH3:22][N:7]1[C:6]([CH2:4][OH:3])=[CH:10][C:9]([C:11]2[CH:12]=[CH:13][C:14]([O:17][C:18]([F:19])([F:20])[F:21])=[CH:15][CH:16]=2)=[N:8]1. The yield is 0.970. (6) The reactants are [CH3:1][O:2][C:3](=[O:61])[NH:4][CH:5]([C:9]([N:11]1[CH2:15][CH2:14][CH2:13][CH:12]1[C:16]1[NH:17][C:18]([C:21]2[CH:30]=[CH:29][C:28]3[C:23](=CC=[C:26]([C:31]4[CH:36]=[CH:35][C:34]([C:37]5[NH:38][C:39]([C@@H:42]6[CH2:46][CH2:45][CH2:44][N:43]6[C:47](=[O:60])[CH:48]([NH:55][C:56]([O:58][CH3:59])=[O:57])[C:49]6[CH:54]=[CH:53][CH:52]=[CH:51][CH:50]=6)=[N:40][CH:41]=5)=[CH:33][CH:32]=4)[CH:27]=3)[CH:22]=2)=[CH:19][N:20]=1)=[O:10])[CH:6]([CH3:8])[CH3:7].COC(=O)N[CH:66](C(N1CCCC1C1NC(C2C=CC(Br)=CC=2)=CN=1)=O)[CH:67](C)C.C(OC(N1CCCC1C1NC(C2C=CC3C(=CC=C(B4OC(C)(C)C(C)(C)O4)C=3)C=2)=CN=1)=O)(C)(C)C. No catalyst specified. The product is [CH3:1][O:2][C:3](=[O:61])[NH:4][CH:5]([C:9]([N:11]1[CH2:15][CH2:14][CH2:13][CH:12]1[C:16]1[NH:17][C:18]([C:21]2[CH:22]=[CH:23][C:28]([C:27]3[CH:67]=[CH:66][C:32]4[C:31](=[CH:36][CH:35]=[C:34]([C:37]5[NH:38][C:39]([CH:42]6[CH2:46][CH2:45][CH2:44][N:43]6[C:47](=[O:60])[CH:48]([NH:55][C:56]([O:58][CH3:59])=[O:57])[C:49]6[CH:50]=[CH:51][CH:52]=[CH:53][CH:54]=6)=[N:40][CH:41]=5)[CH:33]=4)[CH:26]=3)=[CH:29][CH:30]=2)=[CH:19][N:20]=1)=[O:10])[CH:6]([CH3:8])[CH3:7]. The yield is 0.540. (7) The product is [CH:1]([C:4]1[CH:9]=[CH:8][C:7]([NH2:10])=[CH:6][N:5]=1)([CH3:3])[CH3:2]. The reactants are [CH:1]([C:4]1[CH:9]=[CH:8][C:7]([N+:10]([O-])=O)=[CH:6][N:5]=1)([CH3:3])[CH3:2]. The yield is 0.520. The catalyst is CO.[Ni]. (8) The reactants are [F:1][C:2]([F:26])([F:25])[O:3][C:4]1[CH:9]=[CH:8][C:7]([N:10]2[C:18]3[CH2:17][CH2:16][C:15]4[CH:19]=[C:20]([CH:23]=O)[CH:21]=[CH:22][C:14]=4[C:13]=3[CH:12]=[N:11]2)=[CH:6][CH:5]=1.[CH3:27][C:28]1[CH:33]=[CH:32][CH:31]=[C:30]([CH3:34])[C:29]=1[NH:35][C:36]([NH:38][NH2:39])=[S:37]. The catalyst is C(O)C. The product is [CH3:34][C:30]1[CH:31]=[CH:32][CH:33]=[C:28]([CH3:27])[C:29]=1[NH:35][C:36]([NH:38]/[N:39]=[CH:23]/[C:20]1[CH:21]=[CH:22][C:14]2[C:13]3[CH:12]=[N:11][N:10]([C:7]4[CH:8]=[CH:9][C:4]([O:3][C:2]([F:26])([F:25])[F:1])=[CH:5][CH:6]=4)[C:18]=3[CH2:17][CH2:16][C:15]=2[CH:19]=1)=[S:37]. The yield is 0.0600. (9) The reactants are [C:1]([O:5][C:6]([N:8]([C:28]1[N:33]=[C:32]([C:34]([F:37])([F:36])[F:35])[CH:31]=[CH:30][N:29]=1)[C:9]1[CH:10]=[C:11]([C:16]2[S:20][C:19]([CH2:21][C@@H:22]([CH3:27])[C:23]([O:25][CH3:26])=[O:24])=[N:18][CH:17]=2)[CH:12]=[C:13]([CH3:15])[CH:14]=1)=[O:7])([CH3:4])([CH3:3])[CH3:2].CI.[Li+].[CH3:41][Si]([N-][Si](C)(C)C)(C)C. The catalyst is C1COCC1. The product is [C:1]([O:5][C:6]([N:8]([C:28]1[N:33]=[C:32]([C:34]([F:35])([F:36])[F:37])[CH:31]=[CH:30][N:29]=1)[C:9]1[CH:10]=[C:11]([C:16]2[S:20][C:19]([CH2:21][C:22]([CH3:41])([CH3:27])[C:23]([O:25][CH3:26])=[O:24])=[N:18][CH:17]=2)[CH:12]=[C:13]([CH3:15])[CH:14]=1)=[O:7])([CH3:2])([CH3:3])[CH3:4]. The yield is 0.450.